From a dataset of Catalyst prediction with 721,799 reactions and 888 catalyst types from USPTO. Predict which catalyst facilitates the given reaction. Reactant: [F:1][CH:2]([F:23])[O:3][C:4]1[CH:9]=[CH:8][C:7]([C:10]2[CH:11]=[C:12]3[C:16](=[CH:17][CH:18]=2)[C:15](=[O:19])[O:14][CH2:13]3)=[C:6]([OH:20])[C:5]=1[O:21][CH3:22].C(=O)([O-])[O-].[K+].[K+].Br[CH2:31][C:32]([CH3:36])([CH3:35])[CH2:33][OH:34]. Product: [F:23][CH:2]([F:1])[O:3][C:4]1[CH:9]=[CH:8][C:7]([C:10]2[CH:11]=[C:12]3[C:16](=[CH:17][CH:18]=2)[C:15](=[O:19])[O:14][CH2:13]3)=[C:6]([O:20][CH2:31][C:32]([CH3:36])([CH3:35])[CH2:33][OH:34])[C:5]=1[O:21][CH3:22]. The catalyst class is: 10.